From a dataset of Reaction yield outcomes from USPTO patents with 853,638 reactions. Predict the reaction yield, written as a fraction of the theoretical maximum amount of product (1.0 means a 100% yield; for example, 0.34 means a 34% yield). (1) The reactants are C(OC([N:8]1[CH2:12][CH2:11][CH2:10][CH:9]1[C:13](=[O:28])[NH:14][C:15]1[CH:16]=[C:17]([C:21]2[CH:26]=[CH:25][C:24]([Cl:27])=[CH:23][CH:22]=2)[CH:18]=[CH:19][CH:20]=1)=O)(C)(C)C.Cl.[CH3:30][O:31][C:32]([NH:34][CH:35]([CH:39]([CH3:41])[CH3:40])[C:36](O)=[O:37])=[O:33].CN(C(ON1N=NC2C=CC=NC1=2)=[N+](C)C)C.F[P-](F)(F)(F)(F)F.CCN(C(C)C)C(C)C. The catalyst is CO.CN(C=O)C.C(OCC)(=O)C. The product is [CH3:30][O:31][C:32](=[O:33])[NH:34][CH:35]([C:36]([N:8]1[CH2:12][CH2:11][CH2:10][CH:9]1[C:13](=[O:28])[NH:14][C:15]1[CH:16]=[C:17]([C:21]2[CH:26]=[CH:25][C:24]([Cl:27])=[CH:23][CH:22]=2)[CH:18]=[CH:19][CH:20]=1)=[O:37])[CH:39]([CH3:41])[CH3:40]. The yield is 0.960. (2) The reactants are [Br:1][C:2]1[CH:7]=[CH:6][CH:5]=[CH:4][C:3]=1[CH2:8][CH2:9][CH2:10]OS(C)(=O)=O.[C-:16]#[N:17].[K+].O. The catalyst is CN(C=O)C. The product is [Br:1][C:2]1[CH:7]=[CH:6][CH:5]=[CH:4][C:3]=1[CH2:8][CH2:9][CH2:10][C:16]#[N:17]. The yield is 0.910. (3) The reactants are [Cl:1][C:2]1[C:3]([O:13][CH2:14][C:15]2[CH:20]=[CH:19][C:18]([O:21][CH3:22])=[CH:17][CH:16]=2)=[CH:4][C:5]([OH:12])=[C:6]([CH:11]=1)[C:7]([O:9][CH3:10])=[O:8].[N+](C1C=C(S(O[CH2:36][C@@H:37]2[CH2:39][O:38]2)(=O)=O)C=CC=1)([O-])=O.C(=O)([O-])[O-].[Cs+].[Cs+].O. The catalyst is CN1C(=O)CCC1. The product is [Cl:1][C:2]1[C:3]([O:13][CH2:14][C:15]2[CH:16]=[CH:17][C:18]([O:21][CH3:22])=[CH:19][CH:20]=2)=[CH:4][C:5]([O:12][CH2:36][C@@H:37]2[CH2:39][O:38]2)=[C:6]([CH:11]=1)[C:7]([O:9][CH3:10])=[O:8]. The yield is 0.790. (4) The reactants are Cl.[Br:2][C:3]1[CH:8]=[CH:7][C:6]([NH:9][NH2:10])=[CH:5][CH:4]=1.[C:11]1(=O)[O:16][C:14](=[O:15])[C:13]2=[CH:17][CH:18]=[CH:19][CH:20]=[C:12]12. The catalyst is C(O)(=O)C. The product is [Br:2][C:3]1[CH:8]=[CH:7][C:6]([NH:9][N:10]2[C:14](=[O:15])[C:13]3[C:12](=[CH:20][CH:19]=[CH:18][CH:17]=3)[C:11]2=[O:16])=[CH:5][CH:4]=1. The yield is 0.840.